Dataset: Buchwald-Hartwig C-N cross coupling reaction yields with 55,370 reactions. Task: Predict the reaction yield, written as a fraction of the theoretical maximum amount of product (1.0 means a 100% yield; for example, 0.34 means a 34% yield). (1) The reactants are CCc1ccc(Cl)cc1.Cc1ccc(N)cc1.O=S(=O)(O[Pd]1c2ccccc2-c2ccccc2N~1)C(F)(F)F.CC(C)c1cc(C(C)C)c(-c2ccccc2P(C2CCCCC2)C2CCCCC2)c(C(C)C)c1.CCN=P(N=P(N(C)C)(N(C)C)N(C)C)(N(C)C)N(C)C.Cc1ccno1. No catalyst specified. The product is CCc1ccc(Nc2ccc(C)cc2)cc1. The yield is 0.0791. (2) The reactants are Clc1cccnc1.Cc1ccc(N)cc1.O=S(=O)(O[Pd]1c2ccccc2-c2ccccc2N~1)C(F)(F)F.COc1ccc(OC)c(P(C(C)(C)C)C(C)(C)C)c1-c1c(C(C)C)cc(C(C)C)cc1C(C)C.CN1CCCN2CCCN=C12.c1ccc2oncc2c1. No catalyst specified. The product is Cc1ccc(Nc2cccnc2)cc1. The yield is 0.409. (3) The reactants are COc1ccc(Cl)cc1.Cc1ccc(N)cc1.O=S(=O)(O[Pd]1c2ccccc2-c2ccccc2N~1)C(F)(F)F.CC(C)c1cc(C(C)C)c(-c2ccccc2P(C2CCCCC2)C2CCCCC2)c(C(C)C)c1.CN(C)C(=NC(C)(C)C)N(C)C.Cc1ccno1. No catalyst specified. The product is COc1ccc(Nc2ccc(C)cc2)cc1. The yield is 0.00377. (4) The reactants are Brc1cccnc1.Cc1ccc(N)cc1.O=S(=O)(O[Pd]1c2ccccc2-c2ccccc2N~1)C(F)(F)F.CC(C)c1cc(C(C)C)c(-c2ccccc2P(C2CCCCC2)C2CCCCC2)c(C(C)C)c1.CCN=P(N=P(N(C)C)(N(C)C)N(C)C)(N(C)C)N(C)C.c1ccc(CN(Cc2ccccc2)c2ccon2)cc1. No catalyst specified. The product is Cc1ccc(Nc2cccnc2)cc1. The yield is 0.100. (5) The reactants are Clc1ccccn1.Cc1ccc(N)cc1.O=S(=O)(O[Pd]1c2ccccc2-c2ccccc2N~1)C(F)(F)F.COc1ccc(OC)c(P(C(C)(C)C)C(C)(C)C)c1-c1c(C(C)C)cc(C(C)C)cc1C(C)C.CCN=P(N=P(N(C)C)(N(C)C)N(C)C)(N(C)C)N(C)C.Cc1ccon1. No catalyst specified. The product is Cc1ccc(Nc2ccccn2)cc1. The yield is 0.691.